Dataset: Reaction yield outcomes from USPTO patents with 853,638 reactions. Task: Predict the reaction yield, written as a fraction of the theoretical maximum amount of product (1.0 means a 100% yield; for example, 0.34 means a 34% yield). (1) The reactants are [Br:1][C:2]1[CH:3]=[C:4]([CH:12]=[CH:13][CH:14]=[O:15])[CH:5]=[C:6]([O:10][CH3:11])[C:7]=1[O:8][CH3:9].[OH:16][C:17]1[CH:18]=[CH:19][CH:20]=[C:21]2[C:26]=1[N:25]=[CH:24][CH:23]=[CH:22]2.N1CCOCC1. No catalyst specified. The product is [Br:1][C:2]1[CH:3]=[C:4]([CH:12]2[C:18]3[C:17](=[C:26]4[N:25]=[CH:24][CH:23]=[CH:22][C:21]4=[CH:20][CH:19]=3)[O:16][CH:14]([OH:15])[CH2:13]2)[CH:5]=[C:6]([O:10][CH3:11])[C:7]=1[O:8][CH3:9]. The yield is 0.340. (2) The reactants are [NH2:1][C:2]1[N:7]=[CH:6][N:5]=[C:4]2[N:8]([C@@H:25]3[CH2:30][CH2:29][CH2:28][N:27](C(OC(C)(C)C)=O)[CH2:26]3)[N:9]=[C:10]([C:11]3[CH:16]=[CH:15][C:14]([O:17][C:18]4[CH:23]=[CH:22][CH:21]=[CH:20][CH:19]=4)=[CH:13][C:12]=3[F:24])[C:3]=12.FC(F)(F)C(O)=O. The yield is 0.740. The catalyst is ClCCl. The product is [F:24][C:12]1[CH:13]=[C:14]([O:17][C:18]2[CH:23]=[CH:22][CH:21]=[CH:20][CH:19]=2)[CH:15]=[CH:16][C:11]=1[C:10]1[C:3]2[C:4](=[N:5][CH:6]=[N:7][C:2]=2[NH2:1])[N:8]([C@@H:25]2[CH2:30][CH2:29][CH2:28][NH:27][CH2:26]2)[N:9]=1. (3) No catalyst specified. The product is [Cl:20][CH2:21][CH2:22][CH2:23][N:8]1[C:7]2[C:2]([F:1])=[CH:3][C:4]([F:13])=[CH:5][C:6]=2[O:11][CH2:10][C:9]1=[O:12]. The reactants are [F:1][C:2]1[C:7]2[NH:8][C:9](=[O:12])[CH2:10][O:11][C:6]=2[CH:5]=[C:4]([F:13])[CH:3]=1.C([O-])([O-])=O.[Cs+].[Cs+].[Cl:20][CH2:21][CH2:22][CH2:23]I. The yield is 0.490. (4) The reactants are C[O:2][CH2:3][C@H:4]([CH3:33])[O:5][C:6]1[CH:7]=[C:8]([C:23]2[NH:27][C:26]([C:28]3[O:29][CH2:30][CH2:31][N:32]=3)=[CH:25][CH:24]=2)[CH:9]=[C:10]([O:12][C:13]2[CH:18]=[CH:17][C:16]([S:19]([CH3:22])(=[O:21])=[O:20])=[CH:15][CH:14]=2)[CH:11]=1.ClCCl.B(Br)(Br)Br.C(=O)([O-])O.[Na+]. The catalyst is ClCCl. The product is [O:29]1[CH2:30][CH2:31][N:32]=[C:28]1[C:26]1[NH:27][C:23]([C:8]2[CH:7]=[C:6]([CH:11]=[C:10]([O:12][C:13]3[CH:18]=[CH:17][C:16]([S:19]([CH3:22])(=[O:21])=[O:20])=[CH:15][CH:14]=3)[CH:9]=2)[O:5][C@@H:4]([CH3:33])[CH2:3][OH:2])=[CH:24][CH:25]=1. The yield is 0.640. (5) The reactants are [N:1]1([C:8]2[CH:18]=[CH:17][C:11]([C:12]([O:14][CH2:15][CH3:16])=[O:13])=[CH:10][CH:9]=2)[CH2:7][CH2:6][CH2:5][NH:4][CH2:3][CH2:2]1.C(O[C:22]1(O[Si](C)(C)C)[CH2:24][CH2:23]1)C.C(O)(=O)C.C([BH3-])#N.[Na+]. The catalyst is O1CCCC1.CO. The product is [CH:22]1([N:4]2[CH2:5][CH2:6][CH2:7][N:1]([C:8]3[CH:18]=[CH:17][C:11]([C:12]([O:14][CH2:15][CH3:16])=[O:13])=[CH:10][CH:9]=3)[CH2:2][CH2:3]2)[CH2:24][CH2:23]1. The yield is 1.18. (6) The product is [C:1]([O:5][C:6]([N:8]([CH3:26])[C@H:9]([CH2:13][C:14]1[CH:19]=[CH:18][C:17]([C:20]([F:21])([F:22])[F:23])=[CH:16][CH:15]=1)[C:10]([OH:12])=[O:11])=[O:7])([CH3:4])([CH3:2])[CH3:3]. The yield is 0.700. The catalyst is C1COCC1. The reactants are [C:1]([O:5][C:6]([NH:8][C@H:9]([CH2:13][C:14]1[CH:19]=[CH:18][C:17]([C:20]([F:23])([F:22])[F:21])=[CH:16][CH:15]=1)[C:10]([OH:12])=[O:11])=[O:7])([CH3:4])([CH3:3])[CH3:2].[H-].[Na+].[CH3:26]I.O. (7) The reactants are [CH2:1]([O:3][C:4]1[CH:5]=[C:6]([C:13]2[O:17][N:16]=[C:15]([C:18]3[CH:19]=[CH:20][C:21]4[O:25][C:24]([CH:26]=[O:27])=[CH:23][C:22]=4[CH:28]=3)[N:14]=2)[CH:7]=[CH:8][C:9]=1[O:10][CH2:11][CH3:12])[CH3:2].[OH-:29].[K+]. The catalyst is CCO.[N+]([O-])([O-])=O.[Ag+]. The product is [CH2:1]([O:3][C:4]1[CH:5]=[C:6]([C:13]2[O:17][N:16]=[C:15]([C:18]3[CH:19]=[CH:20][C:21]4[O:25][C:24]([C:26]([OH:29])=[O:27])=[CH:23][C:22]=4[CH:28]=3)[N:14]=2)[CH:7]=[CH:8][C:9]=1[O:10][CH2:11][CH3:12])[CH3:2]. The yield is 0.128. (8) The reactants are Br[CH2:2][C:3]([C:5]1[S:6][CH:7]=[CH:8][N:9]=1)=O.[F:10][C:11]1[CH:16]=[CH:15][C:14](/[CH:17]=[N:18]/[NH:19][C:20](=[NH:22])[NH2:21])=[CH:13][CH:12]=1. The catalyst is C(O)C. The product is [F:10][C:11]1[CH:12]=[CH:13][C:14](/[CH:17]=[N:18]/[N:19]2[CH:2]=[C:3]([C:5]3[S:6][CH:7]=[CH:8][N:9]=3)[N:21]=[C:20]2[NH2:22])=[CH:15][CH:16]=1. The yield is 0.700. (9) The reactants are [Cl:1][C:2]1[CH:3]=[C:4]([C:8]2[CH:13]=[C:12]([NH:14][C:15]3[CH:20]=[CH:19][C:18]([CH2:21][C:22](OCC)=[O:23])=[CH:17][CH:16]=3)[CH:11]=[C:10]([CH:27]3[CH2:29][CH2:28]3)[N:9]=2)[CH:5]=[CH:6][CH:7]=1. The catalyst is C1COCC1. The product is [Cl:1][C:2]1[CH:3]=[C:4]([C:8]2[CH:13]=[C:12]([NH:14][C:15]3[CH:20]=[CH:19][C:18]([CH2:21][CH2:22][OH:23])=[CH:17][CH:16]=3)[CH:11]=[C:10]([CH:27]3[CH2:29][CH2:28]3)[N:9]=2)[CH:5]=[CH:6][CH:7]=1. The yield is 0.780.